Dataset: Peptide-MHC class I binding affinity with 185,985 pairs from IEDB/IMGT. Task: Regression. Given a peptide amino acid sequence and an MHC pseudo amino acid sequence, predict their binding affinity value. This is MHC class I binding data. (1) The binding affinity (normalized) is 0.0117. The peptide sequence is AEQASQDVKNW. The MHC is HLA-A23:01 with pseudo-sequence HLA-A23:01. (2) The peptide sequence is MCNVYIPPY. The MHC is HLA-B08:01 with pseudo-sequence HLA-B08:01. The binding affinity (normalized) is 0. (3) The peptide sequence is VEIEVLGKRI. The binding affinity (normalized) is 0.0943. The MHC is Mamu-B01 with pseudo-sequence Mamu-B01. (4) The peptide sequence is LLAIAMGLVF. The MHC is HLA-A24:02 with pseudo-sequence HLA-A24:02. The binding affinity (normalized) is 0.354. (5) The peptide sequence is RPRPRTPEW. The MHC is HLA-A30:02 with pseudo-sequence HLA-A30:02. The binding affinity (normalized) is 0.213. (6) The peptide sequence is ALYYVHSLL. The MHC is HLA-A02:01 with pseudo-sequence HLA-A02:01. The binding affinity (normalized) is 0.498. (7) The peptide sequence is YRSGIIAVV. The MHC is HLA-A02:02 with pseudo-sequence HLA-A02:02. The binding affinity (normalized) is 0.0564.